This data is from Forward reaction prediction with 1.9M reactions from USPTO patents (1976-2016). The task is: Predict the product of the given reaction. (1) Given the reactants [ClH:1].[N:2]1([S:11]([C:14]2[CH:15]=[N:16][C:17]3[C:22]([CH:23]=2)=[CH:21][CH:20]=[CH:19][C:18]=3[N:24]2[CH2:29][CH2:28][NH:27][CH2:26][CH2:25]2)(=[O:13])=[O:12])[C:10]2[C:5](=[CH:6][CH:7]=[CH:8][CH:9]=2)[CH2:4][CH2:3]1.C=O.[C:32](O[BH-](OC(=O)C)OC(=O)C)(=O)C.[Na+].Cl, predict the reaction product. The product is: [ClH:1].[N:2]1([S:11]([C:14]2[CH:15]=[N:16][C:17]3[C:22]([CH:23]=2)=[CH:21][CH:20]=[CH:19][C:18]=3[N:24]2[CH2:25][CH2:26][N:27]([CH3:32])[CH2:28][CH2:29]2)(=[O:13])=[O:12])[C:10]2[C:5](=[CH:6][CH:7]=[CH:8][CH:9]=2)[CH2:4][CH2:3]1. (2) Given the reactants Cl[C:2]1[N:7]=[C:6]([NH:8][C@@H:9]([CH2:12][CH:13]([CH3:15])[CH3:14])[CH2:10][OH:11])[C:5]([C:16]2[CH:20]=[CH:19][S:18][CH:17]=2)=[CH:4][N:3]=1.[NH2:21][C:22]1[CH:27]=[CH:26][C:25]([S:28]([CH2:36][CH3:37])(=[N:30][C:31]([O:33][CH2:34][CH3:35])=[O:32])=[O:29])=[CH:24][CH:23]=1, predict the reaction product. The product is: [CH2:34]([O:33][C:31]([N:30]=[S:28]([CH2:36][CH3:37])([C:25]1[CH:26]=[CH:27][C:22]([NH:21][C:2]2[N:7]=[C:6]([NH:8][C@H:9]([CH2:10][OH:11])[CH2:12][CH:13]([CH3:15])[CH3:14])[C:5]([C:16]3[CH:20]=[CH:19][S:18][CH:17]=3)=[CH:4][N:3]=2)=[CH:23][CH:24]=1)=[O:29])=[O:32])[CH3:35]. (3) Given the reactants [C:1]([O:5][C:6]([N:8]1[CH2:14][CH2:13][C:12]2[C:15]([S:20][C:21](=O)N(C)C)=[C:16]([Cl:19])[CH:17]=[CH:18][C:11]=2[CH2:10][CH2:9]1)=[O:7])([CH3:4])([CH3:3])[CH3:2].C(OC(N1CCC2[C:40]([S:46][C:47](=O)N(C)C)=[C:41](Cl)[CH:42]=C(Cl)C=2CC1)=O)(C)(C)C.[OH-].[K+].ClCC1SC=CC=1, predict the reaction product. The product is: [C:1]([O:5][C:6]([N:8]1[CH2:14][CH2:13][C:12]2[C:15]([S:20][CH2:21][C:47]3[S:46][CH:40]=[CH:41][CH:42]=3)=[C:16]([Cl:19])[CH:17]=[CH:18][C:11]=2[CH2:10][CH2:9]1)=[O:7])([CH3:4])([CH3:3])[CH3:2]. (4) Given the reactants C(=O)([O-])[O-].[K+].[K+].[Cl:7][C:8]1[CH:15]=[C:14]([OH:16])[CH:13]=[CH:12][C:9]=1[C:10]#[N:11].[CH2:17](Br)[C:18]1[CH:23]=[CH:22][CH:21]=[CH:20][CH:19]=1, predict the reaction product. The product is: [CH2:17]([O:16][C:14]1[CH:13]=[CH:12][C:9]([C:10]#[N:11])=[C:8]([Cl:7])[CH:15]=1)[C:18]1[CH:23]=[CH:22][CH:21]=[CH:20][CH:19]=1. (5) The product is: [NH2:31][C:32]1[N:18]([C@@H:19]2[CH2:24][CH2:23][C@H:22]([C:25]([NH:27][CH:28]([CH3:30])[CH3:29])=[O:26])[CH2:21][CH2:20]2)[C:3]2[CH:4]=[C:5]([O:8][CH2:9][C:10]3[CH:11]=[CH:12][C:13]([O:16][CH3:17])=[CH:14][CH:15]=3)[CH:6]=[CH:7][C:2]=2[N:1]=1. Given the reactants [NH2:1][C:2]1[CH:7]=[CH:6][C:5]([O:8][CH2:9][C:10]2[CH:15]=[CH:14][C:13]([O:16][CH3:17])=[CH:12][CH:11]=2)=[CH:4][C:3]=1[NH:18][C@@H:19]1[CH2:24][CH2:23][C@H:22]([C:25]([NH:27][CH:28]([CH3:30])[CH3:29])=[O:26])[CH2:21][CH2:20]1.[N:31]#[C:32]Br, predict the reaction product.